Dataset: Full USPTO retrosynthesis dataset with 1.9M reactions from patents (1976-2016). Task: Predict the reactants needed to synthesize the given product. (1) Given the product [NH2:1][C:4]1[C:13]([S:14][CH2:15][C:16]2[CH:17]=[CH:18][C:19]([O:22][CH3:23])=[CH:20][CH:21]=2)=[CH:12][C:7]([C:8]([O:10][CH3:11])=[O:9])=[C:6]([NH:24][C:25]2[CH:30]=[CH:29][CH:28]=[CH:27][C:26]=2[F:31])[C:5]=1[F:32], predict the reactants needed to synthesize it. The reactants are: [N:1]([C:4]1[C:13]([S:14][CH2:15][C:16]2[CH:21]=[CH:20][C:19]([O:22][CH3:23])=[CH:18][CH:17]=2)=[CH:12][C:7]([C:8]([O:10][CH3:11])=[O:9])=[C:6]([NH:24][C:25]2[CH:30]=[CH:29][CH:28]=[CH:27][C:26]=2[F:31])[C:5]=1[F:32])=[N+]=[N-].CCOCC.CS(C)=O.S1(CCCC1)(=O)=O. (2) Given the product [NH2:22][C:21]1[N:1]=[C:2]([C:3]2[CH:8]=[CH:7][C:6]([F:9])=[CH:5][CH:4]=2)[C:10]([C:11]([O:13][CH3:14])=[O:12])=[C:15]([CH:16]([CH3:18])[CH3:17])[N:20]=1, predict the reactants needed to synthesize it. The reactants are: [NH2:1][C:2](=[C:10]([C:15](=O)[CH:16]([CH3:18])[CH3:17])[C:11]([O:13][CH3:14])=[O:12])[C:3]1[CH:8]=[CH:7][C:6]([F:9])=[CH:5][CH:4]=1.[N:20]#[C:21][NH2:22].C(OCC)(=O)C.